This data is from Catalyst prediction with 721,799 reactions and 888 catalyst types from USPTO. The task is: Predict which catalyst facilitates the given reaction. (1) Reactant: O.[Sn](Cl)Cl.[C:5]([C:7]1[N:8]=[CH:9][C:10]([NH:13][C:14]2[CH:19]=[C:18]([NH:20][CH2:21][CH:22]3[CH2:27][CH2:26][N:25]([C:28]([O:30][C:31]([CH3:34])([CH3:33])[CH3:32])=[O:29])[CH2:24][CH2:23]3)[C:17]([N+:35]([O-])=O)=[CH:16][N:15]=2)=[N:11][CH:12]=1)#[N:6]. Product: [NH2:35][C:17]1[C:18]([NH:20][CH2:21][CH:22]2[CH2:27][CH2:26][N:25]([C:28]([O:30][C:31]([CH3:34])([CH3:33])[CH3:32])=[O:29])[CH2:24][CH2:23]2)=[CH:19][C:14]([NH:13][C:10]2[CH:9]=[N:8][C:7]([C:5]#[N:6])=[CH:12][N:11]=2)=[N:15][CH:16]=1. The catalyst class is: 8. (2) Reactant: [O:1]1[CH2:6][CH2:5][N:4]([C:7]2[CH:8]=[C:9]([NH:16][C:17](=[O:21])[CH:18]([CH3:20])[CH3:19])[CH:10]=[C:11]([N+:13]([O-])=O)[CH:12]=2)[CH2:3][CH2:2]1. Product: [NH2:13][C:11]1[CH:10]=[C:9]([NH:16][C:17](=[O:21])[CH:18]([CH3:19])[CH3:20])[CH:8]=[C:7]([N:4]2[CH2:5][CH2:6][O:1][CH2:2][CH2:3]2)[CH:12]=1. The catalyst class is: 43. (3) Reactant: [CH3:1][C:2]1[CH:7]=[CH:6][C:5]([NH:8][C:9](=[O:20])[C:10]2[CH:15]=[CH:14][CH:13]=[C:12]([C:16]([F:19])([F:18])[F:17])[CH:11]=2)=[CH:4][C:3]=1[NH:21][C:22]1[N:27]=[CH:26][N:25]=[C:24]2[N:28]([C:31]3[CH:36]=[CH:35][C:34]([N+:37]([O-])=O)=[CH:33][CH:32]=3)[N:29]=[CH:30][C:23]=12. Product: [NH2:37][C:34]1[CH:33]=[CH:32][C:31]([N:28]2[C:24]3=[N:25][CH:26]=[N:27][C:22]([NH:21][C:3]4[CH:4]=[C:5]([NH:8][C:9](=[O:20])[C:10]5[CH:15]=[CH:14][CH:13]=[C:12]([C:16]([F:17])([F:18])[F:19])[CH:11]=5)[CH:6]=[CH:7][C:2]=4[CH3:1])=[C:23]3[CH:30]=[N:29]2)=[CH:36][CH:35]=1. The catalyst class is: 94.